Dataset: Forward reaction prediction with 1.9M reactions from USPTO patents (1976-2016). Task: Predict the product of the given reaction. Given the reactants [CH2:1]([C:3]1[CH:12]=[C:11]2[C:6]([C:7](=[O:19])[N:8]([NH:14][S:15]([CH3:18])(=[O:17])=[O:16])[C:9](=[O:13])[NH:10]2)=[CH:5][C:4]=1[C:20]1[N:21]([CH3:25])[N:22]=[CH:23][CH:24]=1)[CH3:2].Cl[C:27]([O:29][CH2:30][CH3:31])=[O:28], predict the reaction product. The product is: [CH2:30]([O:29][C:27](=[O:28])[N:14]([S:15]([CH3:18])(=[O:16])=[O:17])[N:8]1[C:7](=[O:19])[C:6]2[C:11](=[CH:12][C:3]([CH2:1][CH3:2])=[C:4]([C:20]3[N:21]([CH3:25])[N:22]=[CH:23][CH:24]=3)[CH:5]=2)[NH:10][C:9]1=[O:13])[CH3:31].